This data is from Forward reaction prediction with 1.9M reactions from USPTO patents (1976-2016). The task is: Predict the product of the given reaction. (1) Given the reactants [F:1][C:2]1[CH:7]=[C:6]([N+:8]([O-])=O)[CH:5]=[CH:4][C:3]=1[N:11]([CH3:21])[C:12]1[C:13]2[CH:20]=[CH:19][NH:18][C:14]=2[N:15]=[CH:16][CH:17]=1.[H][H], predict the reaction product. The product is: [F:1][C:2]1[CH:7]=[C:6]([NH2:8])[CH:5]=[CH:4][C:3]=1[N:11]([CH3:21])[C:12]1[CH:17]=[CH:16][N:15]=[C:14]2[NH:18][CH:19]=[CH:20][C:13]=12. (2) Given the reactants I[CH2:2][CH2:3][C:4]([C:7]([O:10][C:11]([C:14]([S:17]([F:20])(=[O:19])=[O:18])([F:16])[F:15])([F:13])[F:12])([F:9])[F:8])([F:6])[F:5].C1CCN2C(=NCCC2)CC1, predict the reaction product. The product is: [CH2:2]=[CH:3][C:4]([C:7]([O:10][C:11]([C:14]([S:17]([F:20])(=[O:19])=[O:18])([F:15])[F:16])([F:12])[F:13])([F:9])[F:8])([F:6])[F:5]. (3) Given the reactants [CH2:1]([C:5]1[N:6]=[C:7]2[CH:24]=[CH:23][CH:22]=[CH:21][N:8]2[C:9](=[O:20])[C:10]=1[C:11]1[CH:12]=[C:13]2[C:17](=[CH:18][CH:19]=1)[NH:16][CH:15]=[CH:14]2)[CH2:2][CH2:3][CH3:4].C([BH3-])#N.[Na+], predict the reaction product. The product is: [CH2:1]([C:5]1[N:6]=[C:7]2[CH:24]=[CH:23][CH:22]=[CH:21][N:8]2[C:9](=[O:20])[C:10]=1[C:11]1[CH:12]=[C:13]2[C:17](=[CH:18][CH:19]=1)[NH:16][CH2:15][CH2:14]2)[CH2:2][CH2:3][CH3:4]. (4) Given the reactants [C:1]([NH:4][C@H:5]([C:27]([OH:29])=O)[CH2:6][S:7][C:8]([C:21]1[CH:26]=[CH:25][CH:24]=[CH:23][CH:22]=1)([C:15]1[CH:20]=[CH:19][CH:18]=[CH:17][CH:16]=1)[C:9]1[CH:14]=[CH:13][CH:12]=[CH:11][CH:10]=1)(=[O:3])[CH3:2].Cl.C(SCCN)(=O)C.Cl.[C:39]([S:47][CH2:48][CH2:49][NH2:50])(=[O:46])[C:40]1[CH:45]=[CH:44][CH:43]=[CH:42][CH:41]=1, predict the reaction product. The product is: [C:1]([NH:4][C@H:5]([C:27]([NH:50][CH2:49][CH2:48][S:47][C:39](=[O:46])[C:40]1[CH:45]=[CH:44][CH:43]=[CH:42][CH:41]=1)=[O:29])[CH2:6][S:7][C:8]([C:21]1[CH:22]=[CH:23][CH:24]=[CH:25][CH:26]=1)([C:15]1[CH:16]=[CH:17][CH:18]=[CH:19][CH:20]=1)[C:9]1[CH:14]=[CH:13][CH:12]=[CH:11][CH:10]=1)(=[O:3])[CH3:2]. (5) Given the reactants C(Cl)(=O)C(Cl)=O.CS(C)=O.[C:11]([C:13]1[C:18](=[O:19])[N:17]([CH2:20][O:21][CH2:22][CH2:23][Si:24]([CH3:27])([CH3:26])[CH3:25])[C:16]([CH3:28])=[C:15]([C:29]([NH:31][CH2:32][CH:33]([OH:36])[CH2:34][CH3:35])=[O:30])[CH:14]=1)#[N:12], predict the reaction product. The product is: [C:11]([C:13]1[C:18](=[O:19])[N:17]([CH2:20][O:21][CH2:22][CH2:23][Si:24]([CH3:27])([CH3:26])[CH3:25])[C:16]([CH3:28])=[C:15]([C:29]([NH:31][CH2:32][C:33](=[O:36])[CH2:34][CH3:35])=[O:30])[CH:14]=1)#[N:12]. (6) Given the reactants Br[CH2:2][C:3]([C:5]1[CH:6]=[N:7][C:8]([N+:11]([O-:13])=[O:12])=[CH:9][CH:10]=1)=[O:4].C1N2CN3CN(C2)C[N:15]1C3, predict the reaction product. The product is: [NH2:15][CH2:2][C:3]([C:5]1[CH:6]=[N:7][C:8]([N+:11]([O-:13])=[O:12])=[CH:9][CH:10]=1)=[O:4]. (7) Given the reactants [F:1][C:2]([F:42])([F:41])[C:3]1[CH:4]=[C:5]([CH:34]=[C:35]([C:37]([F:40])([F:39])[F:38])[CH:36]=1)[CH2:6][C:7]1[C:12]([N:13]2[CH2:18][CH2:17][O:16][CH2:15][CH2:14]2)=[CH:11][N:10]=[C:9]([NH:19][C@@H:20]2[C:29]3[C:24](=[CH:25][CH:26]=[C:27]([O:30][CH3:31])[N:28]=3)[NH:23][C@H:22]([CH2:32][CH3:33])[CH2:21]2)[N:8]=1.[H-].[Na+].I[CH2:46][C:47]([O:49][CH2:50][CH3:51])=[O:48], predict the reaction product. The product is: [F:40][C:37]([F:38])([F:39])[C:35]1[CH:34]=[C:5]([CH:4]=[C:3]([C:2]([F:1])([F:41])[F:42])[CH:36]=1)[CH2:6][C:7]1[C:12]([N:13]2[CH2:14][CH2:15][O:16][CH2:17][CH2:18]2)=[CH:11][N:10]=[C:9]([NH:19][C@@H:20]2[C:29]3[C:24](=[CH:25][CH:26]=[C:27]([O:30][CH3:31])[N:28]=3)[N:23]([CH2:46][C:47]([O:49][CH2:50][CH3:51])=[O:48])[C@H:22]([CH2:32][CH3:33])[CH2:21]2)[N:8]=1. (8) Given the reactants Cl.[NH2:2][C:3]1[CH:4]=[C:5]([CH:21]=[CH:22][CH:23]=1)[CH2:6][NH:7][C:8]1[C:17]2[C:12](=[C:13]([C:18]([NH2:20])=[O:19])[CH:14]=[CH:15][CH:16]=2)[N:11]=[CH:10][N:9]=1.Cl[C:25]1[S:26][C:27]2[CH:33]=[CH:32][CH:31]=[CH:30][C:28]=2[N:29]=1, predict the reaction product. The product is: [S:26]1[C:27]2[CH:33]=[CH:32][CH:31]=[CH:30][C:28]=2[N:29]=[C:25]1[NH:2][C:3]1[CH:4]=[C:5]([CH:21]=[CH:22][CH:23]=1)[CH2:6][NH:7][C:8]1[C:17]2[C:12](=[C:13]([C:18]([NH2:20])=[O:19])[CH:14]=[CH:15][CH:16]=2)[N:11]=[CH:10][N:9]=1.